Task: Predict the reactants needed to synthesize the given product.. Dataset: Full USPTO retrosynthesis dataset with 1.9M reactions from patents (1976-2016) Given the product [C:4]([O:6][CH:7]([CH3:9])[CH3:8])(=[O:5])/[CH:3]=[CH:2]/[C:1]([O:11][CH:12]([CH3:14])[CH3:13])=[O:10].[C:15]([O:25][CH3:26])(=[O:24])[CH:16]=[CH:17][C:18]1[CH:19]=[CH:20][CH:21]=[CH:22][CH:23]=1, predict the reactants needed to synthesize it. The reactants are: [C:1]([O:11][CH:12]([CH3:14])[CH3:13])(=[O:10])/[CH:2]=[CH:3]/[C:4]([O:6][CH:7]([CH3:9])[CH3:8])=[O:5].[C:15]([O:25][CH3:26])(=[O:24])[CH:16]=[CH:17][C:18]1[CH:23]=[CH:22][CH:21]=[CH:20][CH:19]=1.C(OC(OC=C)CCC)=C.C(OOOC(C)(C)C)(=O)C(C)(C)C.